Dataset: Catalyst prediction with 721,799 reactions and 888 catalyst types from USPTO. Task: Predict which catalyst facilitates the given reaction. (1) Reactant: [Cl:1][C:2]1[CH:7]=[C:6]([O:8][CH2:9][CH:10]=[C:11]([Cl:13])[Cl:12])[CH:5]=[C:4]([Cl:14])[C:3]=1[OH:15].C(=O)([O-])[O-].[K+].[K+].[Cl:22][C:23]1[N:28]=[CH:27][C:26]([CH2:29]Cl)=[CH:25][CH:24]=1. Product: [Cl:1][C:2]1[CH:7]=[C:6]([O:8][CH2:9][CH:10]=[C:11]([Cl:13])[Cl:12])[CH:5]=[C:4]([Cl:14])[C:3]=1[O:15][CH2:29][C:26]1[CH:27]=[N:28][C:23]([Cl:22])=[CH:24][CH:25]=1. The catalyst class is: 9. (2) Reactant: [CH2:1]([O:8][C:9]([NH:11][C@H:12](C(O)=O)[CH2:13][O:14][C:15]([C@@H:17]1[CH2:21][C@@H:20]([CH3:22])[CH2:19][N:18]1[C:23](=[O:49])[C@@H:24]([NH:26][C:27]([C@@H:29]1[CH2:34][CH2:33][CH2:32][CH2:31][N:30]1[C:35]([C@@H:37]1[CH2:41][CH2:40][CH2:39][N:38]1[C:42](OC(C)(C)C)=[O:43])=[O:36])=[O:28])[CH3:25])=[O:16])=[O:10])C1C=CC=CC=1.F[C:54]1[C:59](O)=[C:58](F)[C:57](F)=[C:56](F)[C:55]=1F.C(Cl)CCl. Product: [CH3:22][C@H:20]1[CH2:19][N:18]2[C@H:17]([C:15](=[O:16])[O:14][CH2:13][C@H:12]([NH:11][C:9](=[O:10])[O:8][CH2:1][C:54]3[CH:59]=[CH:58][CH:57]=[CH:56][CH:55]=3)[C:42](=[O:43])[N:38]3[C@H:37]([C:35](=[O:36])[N:30]4[C@H:29]([C:27](=[O:28])[NH:26][C@@H:24]([CH3:25])[C:23]2=[O:49])[CH2:34][CH2:33][CH2:32][CH2:31]4)[CH2:41][CH2:40][CH2:39]3)[CH2:21]1. The catalyst class is: 4. (3) Reactant: C([Li])CCC.Br[C:7]1[CH:12]=[CH:11][C:10]([C:13]2[NH:14][C:15]([C:27]3[CH:32]=[CH:31][C:30]([Cl:33])=[CH:29][CH:28]=3)([CH3:26])[C:16]([C:19]3[CH:24]=[CH:23][C:22]([Cl:25])=[CH:21][CH:20]=3)([CH3:18])[N:17]=2)=[C:9]([O:34][CH2:35][CH3:36])[CH:8]=1.[CH3:37][C:38]([CH3:40])=[O:39]. Product: [Cl:25][C:22]1[CH:23]=[CH:24][C:19]([C@@:16]2([CH3:18])[C@:15]([C:27]3[CH:32]=[CH:31][C:30]([Cl:33])=[CH:29][CH:28]=3)([CH3:26])[NH:14][C:13]([C:10]3[CH:11]=[CH:12][C:7]([C:38]([OH:39])([CH3:40])[CH3:37])=[CH:8][C:9]=3[O:34][CH2:35][CH3:36])=[N:17]2)=[CH:20][CH:21]=1. The catalyst class is: 7. (4) Reactant: [Cl:1][C:2]1[N:3]=[C:4]2[C:9]([CH2:10][C:11]3[CH:12]=[CH:13][C:14]([F:20])=[C:15]([CH:19]=3)[C:16](O)=[O:17])=[N:8][NH:7][C:6](=[O:21])[N:5]2[C:22]=1[Cl:23].CCN(C(C)C)C(C)C.CN(C(ON1N=NC2C=CC=CC1=2)=[N+](C)C)C.F[P-](F)(F)(F)(F)F.[N:57]1(C(OC(C)(C)C)=O)[CH2:63][CH2:62][CH2:61][NH:60][CH2:59][CH2:58]1.C(O)(C(F)(F)F)=O.Cl. Product: [Cl-:1].[Cl:1][C:2]1[N:3]=[C:4]2[C:9]([CH2:10][C:11]3[CH:12]=[CH:13][C:14]([F:20])=[C:15]([CH:19]=3)[C:16]([N:57]3[CH2:63][CH2:62][CH2:61][NH2+:60][CH2:59][CH2:58]3)=[O:17])=[N:8][NH:7][C:6](=[O:21])[N:5]2[C:22]=1[Cl:23]. The catalyst class is: 31. (5) Reactant: [NH2:1][C:2]1[C:3]([C:30]#[N:31])=[C:4]([NH:8][C@H:9]([C:11]2[N:12]=[C:13]3[CH:18]=[CH:17][CH:16]=[C:15]([C:19]([OH:21])=O)[N:14]3[C:22]=2[C:23]2[CH:24]=[N:25][CH:26]=[C:27]([F:29])[CH:28]=2)[CH3:10])C=CC=1.F[P-](F)(F)(F)(F)F.[N:39]1(O[P+](N2CCCC2)(N2CCCC2)N2CCCC2)[C:43]2C=CC=CC=2N=N1.CC[N:67]([CH:71](C)C)C(C)C.C[NH2:75]. Product: [NH2:75][C:2]1[N:1]=[CH:43][N:39]=[C:4]([NH:8][C@H:9]([C:11]2[N:12]=[C:13]3[CH:18]=[CH:17][CH:16]=[C:15]([C:19]([NH:67][CH3:71])=[O:21])[N:14]3[C:22]=2[C:23]2[CH:24]=[N:25][CH:26]=[C:27]([F:29])[CH:28]=2)[CH3:10])[C:3]=1[C:30]#[N:31]. The catalyst class is: 3. (6) Reactant: [CH2:1]([CH2:3][NH2:4])[OH:2].[C:5]([O:9][C:10](=O)[O:11]C(C)(C)C)([CH3:8])([CH3:7])[CH3:6].[OH-].[Na+]. Product: [C:10]([NH:4][CH2:3][CH2:1][OH:2])([O:9][C:5]([CH3:8])([CH3:7])[CH3:6])=[O:11]. The catalyst class is: 12. (7) Reactant: [CH:1]1([N:5]2[CH2:11][CH2:10][C:9]3[CH:12]=[CH:13][C:14]([O:16][C:17]4[N:22]=[CH:21][C:20]([C:23](=O)/[CH:24]=[CH:25]/[N:26](C)C)=[CH:19][CH:18]=4)=[CH:15][C:8]=3[CH2:7][CH2:6]2)[CH2:4][CH2:3][CH2:2]1.O.[NH2:31]N. Product: [CH:1]1([N:5]2[CH2:11][CH2:10][C:9]3[CH:12]=[CH:13][C:14]([O:16][C:17]4[CH:18]=[CH:19][C:20]([C:23]5[NH:31][N:26]=[CH:25][CH:24]=5)=[CH:21][N:22]=4)=[CH:15][C:8]=3[CH2:7][CH2:6]2)[CH2:2][CH2:3][CH2:4]1. The catalyst class is: 5.